From a dataset of TCR-epitope binding with 47,182 pairs between 192 epitopes and 23,139 TCRs. Binary Classification. Given a T-cell receptor sequence (or CDR3 region) and an epitope sequence, predict whether binding occurs between them. The epitope is SLFNTVATLY. The TCR CDR3 sequence is CASSQEGTGIYGYTF. Result: 0 (the TCR does not bind to the epitope).